This data is from Reaction yield outcomes from USPTO patents with 853,638 reactions. The task is: Predict the reaction yield, written as a fraction of the theoretical maximum amount of product (1.0 means a 100% yield; for example, 0.34 means a 34% yield). (1) The reactants are [N:1]1([C:7]2[CH:13]=[CH:12][C:10]([NH2:11])=[CH:9][CH:8]=2)[CH2:6][CH2:5][CH2:4][CH2:3][CH2:2]1.P(=O)(O)(O)O.[N+]([O-])(O)=O.[N:23]([O-])=O.[Na+].[CH3:27][C:28](=[O:33])[CH2:29][C:30](=[O:32])[CH3:31].C([O-])(=O)C.[K+].C([O-])([O-])=O.[Na+].[Na+]. The catalyst is C(O)C. The product is [N:1]1([C:7]2[CH:13]=[CH:12][C:10]([NH:11][N:23]=[C:29]([C:28](=[O:33])[CH3:27])[C:30](=[O:32])[CH3:31])=[CH:9][CH:8]=2)[CH2:6][CH2:5][CH2:4][CH2:3][CH2:2]1. The yield is 0.680. (2) The reactants are C(Cl)(=O)C(Cl)=O.CS(C)=O.[Cl:11][C:12]1[C:20]2[C:15](=[CH:16][N:17]=[C:18]([CH2:21][OH:22])[CH:19]=2)[O:14][CH:13]=1.CCN(CC)CC. The catalyst is C1COCC1.C(Cl)Cl. The product is [Cl:11][C:12]1[C:20]2[C:15](=[CH:16][N:17]=[C:18]([CH:21]=[O:22])[CH:19]=2)[O:14][CH:13]=1. The yield is 0.770. (3) The reactants are [F:1][C:2]1[CH:10]=[C:9]2[C:5]([C:6]([C:11]([N:13]3[CH2:18][CH2:17][CH:16]([C:19]4[CH:24]=[CH:23][CH:22]=[CH:21][C:20]=4[C:25]([F:28])([F:27])[F:26])[CH2:15][CH2:14]3)=[O:12])=[N:7][NH:8]2)=[CH:4][CH:3]=1.I[CH2:30][CH2:31][CH3:32].C([O-])([O-])=O.[K+].[K+]. The catalyst is CN(C=O)C.O. The product is [F:1][C:2]1[CH:10]=[C:9]2[C:5]([C:6]([C:11]([N:13]3[CH2:14][CH2:15][CH:16]([C:19]4[CH:24]=[CH:23][CH:22]=[CH:21][C:20]=4[C:25]([F:27])([F:26])[F:28])[CH2:17][CH2:18]3)=[O:12])=[N:7][N:8]2[CH:31]([CH3:32])[CH3:30])=[CH:4][CH:3]=1. The yield is 0.580. (4) The reactants are [CH2:1]([O:8][CH:9]1[CH2:12][C:11]([CH3:14])([NH2:13])[CH2:10]1)[C:2]1[CH:7]=[CH:6][CH:5]=[CH:4][CH:3]=1.Cl[C:16](Cl)([O:18]C(=O)OC(Cl)(Cl)Cl)Cl.[Cl:27][C:28]1[CH:29]=[C:30]([C:35]2[C:43]([C:44]([NH2:46])=[O:45])=[C:38]3[CH2:39][NH:40][CH2:41][CH2:42][N:37]3[N:36]=2)[CH:31]=[CH:32][C:33]=1[F:34]. The catalyst is C1COCC1. The product is [CH2:1]([O:8][CH:9]1[CH2:12][C:11]([NH:13][C:16]([N:40]2[CH2:41][CH2:42][N:37]3[N:36]=[C:35]([C:30]4[CH:31]=[CH:32][C:33]([F:34])=[C:28]([Cl:27])[CH:29]=4)[C:43]([C:44]([NH2:46])=[O:45])=[C:38]3[CH2:39]2)=[O:18])([CH3:14])[CH2:10]1)[C:2]1[CH:7]=[CH:6][CH:5]=[CH:4][CH:3]=1. The yield is 0.400. (5) The reactants are Br[CH2:2][C:3]([CH3:5])=[CH2:4].[Br:6][C:7]1[CH:12]=[CH:11][C:10]([N+:13]([O-:15])=[O:14])=[CH:9][C:8]=1[NH:16][C:17](=[O:19])[CH3:18].C(=O)([O-])[O-].[K+].[K+]. The catalyst is CN(C=O)C. The product is [Br:6][C:7]1[CH:12]=[CH:11][C:10]([N+:13]([O-:15])=[O:14])=[CH:9][C:8]=1[N:16]([CH2:2][C:3]([CH3:5])=[CH2:4])[C:17](=[O:19])[CH3:18]. The yield is 0.850. (6) The reactants are [CH:1]1([C:7]2[NH:11][C:10](=[O:12])[C:9]3([CH2:17][CH2:16][N:15]([S:18]([CH:21]=[CH2:22])(=[O:20])=[O:19])[CH2:14][CH2:13]3)[N:8]=2)[CH2:6][CH2:5][CH2:4][CH2:3][CH2:2]1.Br[C:24]1[CH:25]=[CH:26][CH:27]=[C:28]2[C:33]=1[N:32]=[CH:31][CH:30]=[CH:29]2.C([O-])(=O)C.[Na+]. The catalyst is CC(N(C)C)=O. The product is [CH:1]1([C:7]2[NH:11][C:10](=[O:12])[C:9]3([CH2:17][CH2:16][N:15]([S:18](/[CH:21]=[CH:22]/[C:24]4[CH:25]=[CH:26][CH:27]=[C:28]5[C:33]=4[N:32]=[CH:31][CH:30]=[CH:29]5)(=[O:20])=[O:19])[CH2:14][CH2:13]3)[N:8]=2)[CH2:2][CH2:3][CH2:4][CH2:5][CH2:6]1. The yield is 0.160.